From a dataset of Full USPTO retrosynthesis dataset with 1.9M reactions from patents (1976-2016). Predict the reactants needed to synthesize the given product. Given the product [F:10][C:11]1[CH:12]=[C:13]([CH:14]=[CH:15][C:16]=1[O:17][CH3:18])[O:19][C:2]1[N:4]=[C:5]([O:20][C:13]2[CH:14]=[CH:15][C:16]([O:17][CH3:18])=[C:11]([F:10])[CH:12]=2)[N:7]=[C:8]([O:19][C:13]2[CH:14]=[CH:15][C:16]([O:17][CH3:18])=[C:11]([F:10])[CH:12]=2)[N:1]=1, predict the reactants needed to synthesize it. The reactants are: [N:1]1[C:8](Cl)=[N:7][C:5](Cl)=[N:4][C:2]=1Cl.[F:10][C:11]1[CH:12]=[C:13]([OH:19])[CH:14]=[CH:15][C:16]=1[O:17][CH3:18].[OH-:20].[Na+].OP([O-])(O)=O.[K+].